Dataset: Full USPTO retrosynthesis dataset with 1.9M reactions from patents (1976-2016). Task: Predict the reactants needed to synthesize the given product. (1) Given the product [Cl:20][C:18]1[C:17](=[O:21])[N:16]([CH3:22])[C:15]([F:23])=[C:14]([N:11]2[C:12](=[O:13])[C:4]3[CH:3]=[C:2]([C:36]4[C:37]([O:39][CH3:40])=[N:38][C:33]([O:32][CH3:31])=[N:34][CH:35]=4)[N:6]([CH:7]([CH3:9])[CH3:8])[C:5]=3[CH:10]2[C:24]2[CH:29]=[CH:28][C:27]([Cl:30])=[CH:26][CH:25]=2)[CH:19]=1, predict the reactants needed to synthesize it. The reactants are: Br[C:2]1[N:6]([CH:7]([CH3:9])[CH3:8])[C:5]2[CH:10]([C:24]3[CH:29]=[CH:28][C:27]([Cl:30])=[CH:26][CH:25]=3)[N:11]([C:14]3[CH:19]=[C:18]([Cl:20])[C:17](=[O:21])[N:16]([CH3:22])[C:15]=3[F:23])[C:12](=[O:13])[C:4]=2[CH:3]=1.[CH3:31][O:32][C:33]1[N:38]=[C:37]([O:39][CH3:40])[C:36](B(O)O)=[CH:35][N:34]=1.BrC1N(C(C)C)C2C(C3C=CC(Cl)=CC=3)N(C3C=C(Cl)C=CC=3C)C(=O)C=2C=1.COC1C(B2OC(C)(C)C(C)(C)O2)=CN=C(N)N=1. (2) Given the product [Br:1][C:2]1[CH:3]=[C:4]([O:9][CH2:17][CH3:18])[C:5]([CH3:8])=[N:6][CH:7]=1, predict the reactants needed to synthesize it. The reactants are: [Br:1][C:2]1[CH:3]=[C:4]([OH:9])[C:5]([CH3:8])=[N:6][CH:7]=1.C([O-])([O-])=O.[K+].[K+].I[CH2:17][CH3:18]. (3) Given the product [CH3:43][O:42][C:38]1[CH:37]=[C:36]([NH:35][CH:28]([C:29]2[CH:34]=[CH:33][CH:32]=[CH:31][CH:30]=2)[C:26]([C:14]2[C:13]3[C:17](=[CH:18][C:10]([C:8]#[N:9])=[CH:11][CH:12]=3)[NH:16][CH:15]=2)=[O:27])[CH:41]=[CH:40][N:39]=1, predict the reactants needed to synthesize it. The reactants are: C(N(CC)CC)C.[C:8]([C:10]1[CH:18]=[C:17]2[C:13]([C:14]([CH:26]=[O:27])=[CH:15][N:16]2C(OC(C)(C)C)=O)=[CH:12][CH:11]=1)#[N:9].[CH:28](=[N:35][C:36]1[CH:41]=[CH:40][N:39]=[C:38]([O:42][CH3:43])[CH:37]=1)[C:29]1[CH:34]=[CH:33][CH:32]=[CH:31][CH:30]=1. (4) The reactants are: S=[C:2]1[NH:6][C:5]2[CH:7]=[C:8]([C:11]([O:13][CH3:14])=[O:12])[CH:9]=[CH:10][C:4]=2[O:3]1.[N:15]1([CH:21]2[CH2:26][CH2:25][NH:24][CH2:23][CH2:22]2)[CH2:20][CH2:19][CH2:18][CH2:17][CH2:16]1. Given the product [N:15]1([CH:21]2[CH2:26][CH2:25][N:24]([C:2]3[O:3][C:4]4[CH:10]=[CH:9][C:8]([C:11]([O:13][CH3:14])=[O:12])=[CH:7][C:5]=4[N:6]=3)[CH2:23][CH2:22]2)[CH2:20][CH2:19][CH2:18][CH2:17][CH2:16]1, predict the reactants needed to synthesize it. (5) Given the product [CH3:17][O:16][C:13]1[CH:14]=[C:15]2[C:10]([N:9]=[CH:8][C:7](=[O:18])[N:6]2[CH2:5][CH2:4][CH:3]=[O:2])=[CH:11][CH:12]=1, predict the reactants needed to synthesize it. The reactants are: C[O:2][CH:3](OC)[CH2:4][CH2:5][N:6]1[C:15]2[C:10](=[CH:11][CH:12]=[C:13]([O:16][CH3:17])[CH:14]=2)[N:9]=[CH:8][C:7]1=[O:18].Cl. (6) Given the product [CH3:20][O:17][C:16](=[O:18])[CH2:15][C:12]1[CH:13]=[CH:14][C:9]([B:4]2[O:3][C:2]([CH3:19])([CH3:1])[C:6]([CH3:7])([CH3:8])[O:5]2)=[CH:10][CH:11]=1, predict the reactants needed to synthesize it. The reactants are: [CH3:1][C:2]1([CH3:19])[C:6]([CH3:8])([CH3:7])[O:5][B:4]([C:9]2[CH:14]=[CH:13][C:12]([CH2:15][C:16]([OH:18])=[O:17])=[CH:11][CH:10]=2)[O:3]1.[CH3:20]O. (7) Given the product [Cl:1][C:2]1[C:3]([CH2:31][N:32]2[CH2:33][CH2:34][N:35]([CH3:38])[CH2:36][CH2:37]2)=[C:4]([C:27]([F:30])([F:28])[F:29])[CH:5]=[C:6]2[C:11]=1[NH:10][C:9](=[O:12])[N:8]([NH:13][C:14]1[CH:19]=[C:18]([Cl:20])[CH:17]=[CH:16][C:15]=1[S:21]([CH2:24][CH3:25])(=[O:22])=[O:23])[C:7]2=[O:26], predict the reactants needed to synthesize it. The reactants are: [Cl:1][C:2]1[C:3]([CH2:31][N:32]2[CH2:37][CH2:36][NH:35][CH2:34][CH2:33]2)=[C:4]([C:27]([F:30])([F:29])[F:28])[CH:5]=[C:6]2[C:11]=1[NH:10][C:9](=[O:12])[N:8]([NH:13][C:14]1[CH:19]=[C:18]([Cl:20])[CH:17]=[CH:16][C:15]=1[S:21]([CH2:24][CH3:25])(=[O:23])=[O:22])[C:7]2=[O:26].[C:38](OC(=O)N[C@@H]1CCNC1)(C)(C)C.